This data is from NCI-60 drug combinations with 297,098 pairs across 59 cell lines. The task is: Regression. Given two drug SMILES strings and cell line genomic features, predict the synergy score measuring deviation from expected non-interaction effect. (1) Drug 1: CC1=C(C(=O)C2=C(C1=O)N3CC4C(C3(C2COC(=O)N)OC)N4)N. Drug 2: COC1=C2C(=CC3=C1OC=C3)C=CC(=O)O2. Cell line: SR. Synergy scores: CSS=53.1, Synergy_ZIP=0.254, Synergy_Bliss=-0.642, Synergy_Loewe=-29.9, Synergy_HSA=-0.945. (2) Drug 1: C1CCC(C1)C(CC#N)N2C=C(C=N2)C3=C4C=CNC4=NC=N3. Drug 2: C1CN(P(=O)(OC1)NCCCl)CCCl. Cell line: SNB-75. Synergy scores: CSS=-5.77, Synergy_ZIP=1.50, Synergy_Bliss=-2.83, Synergy_Loewe=-6.24, Synergy_HSA=-6.46. (3) Drug 1: C1=NC2=C(N=C(N=C2N1C3C(C(C(O3)CO)O)F)Cl)N. Drug 2: C1CN(CCN1C(=O)CCBr)C(=O)CCBr. Cell line: RPMI-8226. Synergy scores: CSS=19.8, Synergy_ZIP=-0.118, Synergy_Bliss=1.17, Synergy_Loewe=-7.89, Synergy_HSA=-8.11. (4) Drug 1: CC1=C(C=C(C=C1)NC(=O)C2=CC=C(C=C2)CN3CCN(CC3)C)NC4=NC=CC(=N4)C5=CN=CC=C5. Drug 2: CCN(CC)CCNC(=O)C1=C(NC(=C1C)C=C2C3=C(C=CC(=C3)F)NC2=O)C. Cell line: OVCAR-8. Synergy scores: CSS=1.78, Synergy_ZIP=-0.878, Synergy_Bliss=-0.568, Synergy_Loewe=-0.159, Synergy_HSA=-0.0948. (5) Drug 1: C1=CC(=CC=C1CC(C(=O)O)N)N(CCCl)CCCl.Cl. Drug 2: C(=O)(N)NO. Cell line: MCF7. Synergy scores: CSS=21.1, Synergy_ZIP=-9.67, Synergy_Bliss=-2.92, Synergy_Loewe=-5.23, Synergy_HSA=-0.883. (6) Synergy scores: CSS=48.1, Synergy_ZIP=-6.91, Synergy_Bliss=-5.36, Synergy_Loewe=-10.7, Synergy_HSA=-3.16. Drug 1: C1=C(C(=O)NC(=O)N1)N(CCCl)CCCl. Drug 2: CC1=C2C(C(=O)C3(C(CC4C(C3C(C(C2(C)C)(CC1OC(=O)C(C(C5=CC=CC=C5)NC(=O)C6=CC=CC=C6)O)O)OC(=O)C7=CC=CC=C7)(CO4)OC(=O)C)O)C)OC(=O)C. Cell line: HCT116. (7) Drug 1: C1=C(C(=O)NC(=O)N1)F. Drug 2: CN(CCCl)CCCl.Cl. Cell line: HL-60(TB). Synergy scores: CSS=78.7, Synergy_ZIP=-3.86, Synergy_Bliss=-4.24, Synergy_Loewe=-3.96, Synergy_HSA=-3.03. (8) Drug 1: C1C(C(OC1N2C=C(C(=O)NC2=O)F)CO)O. Drug 2: CC1=C2C(C(=O)C3(C(CC4C(C3C(C(C2(C)C)(CC1OC(=O)C(C(C5=CC=CC=C5)NC(=O)OC(C)(C)C)O)O)OC(=O)C6=CC=CC=C6)(CO4)OC(=O)C)O)C)O. Cell line: UACC62. Synergy scores: CSS=18.6, Synergy_ZIP=-3.46, Synergy_Bliss=3.75, Synergy_Loewe=2.17, Synergy_HSA=1.85.